From a dataset of Peptide-MHC class I binding affinity with 185,985 pairs from IEDB/IMGT. Regression. Given a peptide amino acid sequence and an MHC pseudo amino acid sequence, predict their binding affinity value. This is MHC class I binding data. The peptide sequence is WMFRIRIIL. The MHC is HLA-B15:01 with pseudo-sequence HLA-B15:01. The binding affinity (normalized) is 0.0847.